Dataset: Drug-target binding data from BindingDB using IC50 measurements. Task: Regression. Given a target protein amino acid sequence and a drug SMILES string, predict the binding affinity score between them. We predict pIC50 (pIC50 = -log10(IC50 in M); higher means more potent). Dataset: bindingdb_ic50. (1) The target protein (Q7Z478) has sequence MGGKNKKHKAPAAAVVRAAVSASRAKSAEAGIAGEAQSKKPVSRPATAAAAAAGSREPRVKQGPKIYSFNSTNDSSGPANLDKSILKVVINNKLEQRIIGVINEHKKQNNDKGMISGRLTAKKLQDLYMALQAFSFKTKDIEDAMTNTLLYGGDLHSALDWLCLNLSDDALPEGFSQEFEEQQPKSRPKFQSPQIQATISPPLQPKTKTYEEDPKSKPKKEEKNMEVNMKEWILRYAEQQNEEEKNENSKSLEEEEKFDPNERYLHLAAKLLDAKEQAATFKLEKNKQGQKEAQEKIRKFQREMETLEDHPVFNPAMKISHQQNERKKPPVATEGESALNFNLFEKSAAATEEEKDKKKEPHDVRNFDYTARSWTGKSPKQFLIDWVRKNLPKSPNPSFEKVPVGRYWKCRVRVIKSEDDVLVVCPTILTEDGMQAQHLGATLALYRLVKGQSVHQLLPPTYRDVWLEWSDAEKKREELNKMETNKPRDLFIAKLLNKLK.... The pIC50 is 4.0. The compound is O=C(c1cnn2cc(Br)ccc12)N1CCN(C(=O)c2ccc(Br)cc2)[C@@H](c2ccc(Cl)cc2)C1. (2) The small molecule is CCNC(=O)N1CCC(c2ccc(C(O)(C(F)(F)F)C(F)(F)F)cc2)(S(=O)(=O)c2ccc(F)cc2)C1. The target protein sequence is APYASLTEIEHLVQSVCKSYRETCQLRLEDLLRQRSNIFSREEVTGYQRKSMWEMWERCAHHLTEAIQYVVEFAKRLSGFMELCQNDQIVLLKAGAMEVVLVRMCRAYNADNRTVFFEGKYGGMELFRALGCSELISSIFDFSHSLSALHFSEDEIALYTALVLINAHRPGLQEKRKVEQLQYNLELAFHHHLCKTHRQSILAKLPPKGKLRSLCSQHVERLQIFQHLHPIVVQAAFPPLYKELFS. The pIC50 is 6.6. (3) The drug is CS(=O)(=O)c1ccc2[nH]c3c(c2c1)C(=C1NC(N)=NC1=O)CCNC3=O. The target protein (Q15078) has sequence MGTVLSLSPSYRKATLFEDGAATVGHYTAVQNSKNAKDKNLKRHSIISVLPWKRIVAVSAKKKNSKKVQPNSSYQNNITHLNNENLKKSLSCANLSTFAQPPPAQPPAPPASQLSGSQTGGSSSVKKAPHPAVTSAGTPKRVIVQASTSELLRCLGEFLCRRCYRLKHLSPTDPVLWLRSVDRSLLLQGWQDQGFITPANVVFLYMLCRDVISSEVGSDHELQAVLLTCLYLSYSYMGNEISYPLKPFLVESCKEAFWDRCLSVINLMSSKMLQINADPHYFTQVFSDLKNESGQEDKKRLLLGLDR. The pIC50 is 5.9. (4) The small molecule is CC(C)(C)Sc1c(CC(C)(C)C(=O)[O-])n(Cc2ccc(Cl)cc2)c2ccc(OCc3ccc4ccccc4n3)cc12. The target protein (P20291) has sequence MDQEAVGNVVLLAIVTLISVVQNAFFAHKVELESKAQSGRSFQRTGTLAFERVYTANQNCVDAYPTFLVVLWTAGLLCSQVPAAFAGLMYLFVRQKYFVGYLGERTQSTPGYIFGKRIILFLFLMSLAGILNHYLIFFFGSDFENYIRTITTTISPLLLIP. The pIC50 is 6.9.